From a dataset of NCI-60 drug combinations with 297,098 pairs across 59 cell lines. Regression. Given two drug SMILES strings and cell line genomic features, predict the synergy score measuring deviation from expected non-interaction effect. (1) Drug 1: C1=CC(=CC=C1CC(C(=O)O)N)N(CCCl)CCCl.Cl. Drug 2: CN(CC1=CN=C2C(=N1)C(=NC(=N2)N)N)C3=CC=C(C=C3)C(=O)NC(CCC(=O)O)C(=O)O. Cell line: UACC-257. Synergy scores: CSS=0.385, Synergy_ZIP=3.69, Synergy_Bliss=5.07, Synergy_Loewe=-12.3, Synergy_HSA=-4.09. (2) Drug 1: CS(=O)(=O)OCCCCOS(=O)(=O)C. Drug 2: CC1=C(C(=O)C2=C(C1=O)N3CC4C(C3(C2COC(=O)N)OC)N4)N. Cell line: SF-268. Synergy scores: CSS=22.2, Synergy_ZIP=-4.03, Synergy_Bliss=3.30, Synergy_Loewe=-13.1, Synergy_HSA=-0.540. (3) Drug 1: C1=NC2=C(N=C(N=C2N1C3C(C(C(O3)CO)O)O)F)N. Drug 2: CN1C2=C(C=C(C=C2)N(CCCl)CCCl)N=C1CCCC(=O)O.Cl. Cell line: HCT116. Synergy scores: CSS=-3.98, Synergy_ZIP=-1.46, Synergy_Bliss=-5.07, Synergy_Loewe=-5.82, Synergy_HSA=-6.33. (4) Drug 1: COC1=NC(=NC2=C1N=CN2C3C(C(C(O3)CO)O)O)N. Drug 2: CCN(CC)CCCC(C)NC1=C2C=C(C=CC2=NC3=C1C=CC(=C3)Cl)OC. Cell line: SF-295. Synergy scores: CSS=3.05, Synergy_ZIP=-0.891, Synergy_Bliss=-0.737, Synergy_Loewe=-18.3, Synergy_HSA=-3.11.